From a dataset of Full USPTO retrosynthesis dataset with 1.9M reactions from patents (1976-2016). Predict the reactants needed to synthesize the given product. Given the product [F:33][C:2]([F:1])([F:32])[C:3]1[CH:27]=[C:26]([C:28]([F:30])([F:29])[F:31])[CH:25]=[CH:24][C:4]=1[CH2:5][O:6][C:7]1[CH:12]=[CH:11][C:10](/[CH:13]=[C:14]2/[C:15](=[N:20]\[CH3:21])/[N:16]([CH2:40][CH3:41])[C:17](=[O:19])[S:18]/2)=[CH:9][C:8]=1[O:22][CH3:23], predict the reactants needed to synthesize it. The reactants are: [F:1][C:2]([F:33])([F:32])[C:3]1[CH:27]=[C:26]([C:28]([F:31])([F:30])[F:29])[CH:25]=[CH:24][C:4]=1[CH2:5][O:6][C:7]1[CH:12]=[CH:11][C:10](/[CH:13]=[C:14]2/[C:15]([NH:20][CH3:21])=[N:16][C:17](=[O:19])[S:18]/2)=[CH:9][C:8]=1[O:22][CH3:23].C(=O)([O-])[O-].[K+].[K+].[CH2:40](Br)[CH3:41].O.